This data is from Forward reaction prediction with 1.9M reactions from USPTO patents (1976-2016). The task is: Predict the product of the given reaction. (1) The product is: [Cl:1][C:2]1[CH:3]=[C:4]([C@H:9]([O:23][CH2:27][C:28]#[N:29])[C@@H:10]2[CH2:15][CH2:14][CH2:13][N:12]([C:16]([O:18][C:19]([CH3:20])([CH3:22])[CH3:21])=[O:17])[CH2:11]2)[CH:5]=[C:6]([F:8])[CH:7]=1. Given the reactants [Cl:1][C:2]1[CH:3]=[C:4]([C@H:9]([OH:23])[C@@H:10]2[CH2:15][CH2:14][CH2:13][N:12]([C:16]([O:18][C:19]([CH3:22])([CH3:21])[CH3:20])=[O:17])[CH2:11]2)[CH:5]=[C:6]([F:8])[CH:7]=1.[H-].[Na+].Br[CH2:27][C:28]#[N:29], predict the reaction product. (2) Given the reactants CN(C)C.CN(C=O)C.Cl/[CH:11]=[C:12]1/[C:13](=[N:22]/[C:23]2[CH:28]=[CH:27][C:26]([Cl:29])=[CH:25][CH:24]=2)/[S:14][CH:15]2[CH:20]([CH2:21]/1)[CH2:19][CH2:18][CH:17]=[CH:16]2.[C:30]1([SH:36])[CH:35]=[CH:34][CH:33]=[CH:32][CH:31]=1, predict the reaction product. The product is: [Cl:29][C:26]1[CH:27]=[CH:28][C:23](/[N:22]=[C:13]2\[S:14][CH:15]3[CH:20]([CH2:21]\[C:12]\2=[CH:11]/[S:36][C:30]2[CH:35]=[CH:34][CH:33]=[CH:32][CH:31]=2)[CH2:19][CH2:18][CH:17]=[CH:16]3)=[CH:24][CH:25]=1. (3) Given the reactants Br[C:2]1[CH:3]=[C:4]2[C:9](=[CH:10][CH:11]=1)[N:8]=[N:7][CH:6]=[C:5]2[N:12]1[CH2:17][CH2:16][CH:15]([NH:18][C:19]2[CH:24]=[CH:23][CH:22]=[CH:21][CH:20]=2)[CH2:14][CH2:13]1.[Li+].C[Si]([N-][Si](C)(C)C)(C)C.[Li]CCCC.[Cl:40][C:41]1[CH:46]=[CH:45][C:44]([C:47]([C:49]2[CH:54]=[CH:53][C:52]([Cl:55])=[CH:51][CH:50]=2)=[O:48])=[CH:43][CH:42]=1, predict the reaction product. The product is: [Cl:40][C:41]1[CH:46]=[CH:45][C:44]([C:47]([C:49]2[CH:54]=[CH:53][C:52]([Cl:55])=[CH:51][CH:50]=2)([C:2]2[CH:3]=[C:4]3[C:9](=[CH:10][CH:11]=2)[N:8]=[N:7][CH:6]=[C:5]3[N:12]2[CH2:17][CH2:16][CH:15]([NH:18][C:19]3[CH:20]=[CH:21][CH:22]=[CH:23][CH:24]=3)[CH2:14][CH2:13]2)[OH:48])=[CH:43][CH:42]=1. (4) Given the reactants [NH2:1][C:2]1[CH:7]=[CH:6][C:5]([N+:8]([O-:10])=[O:9])=[CH:4][N:3]=1.CN1CCOCC1.Cl[C:19]([O:21][C:22]([CH3:24])=[CH2:23])=[O:20], predict the reaction product. The product is: [C:22]([O:21][C:19](=[O:20])[NH:1][C:2]1[CH:7]=[CH:6][C:5]([N+:8]([O-:10])=[O:9])=[CH:4][N:3]=1)([CH3:24])=[CH2:23]. (5) Given the reactants CO[CH:3]=[C:4]1[C:13]2[C:8](=[CH:9][CH:10]=[C:11]([N:14]3[CH:18]=[CH:17][CH:16]=[CH:15]3)[CH:12]=2)[C:7](=[O:19])[NH:6][C:5]1=[O:20].[CH3:21][N:22]1[CH2:27][CH2:26][N:25]([C:28]2[CH:33]=[CH:32][C:31]([NH2:34])=[CH:30][CH:29]=2)[CH2:24][CH2:23]1, predict the reaction product. The product is: [CH3:21][N:22]1[CH2:23][CH2:24][N:25]([C:28]2[CH:33]=[CH:32][C:31]([NH:34]/[CH:3]=[C:4]3\[C:5](=[O:20])[NH:6][C:7](=[O:19])[C:8]4[C:13]\3=[CH:12][C:11]([N:14]3[CH:18]=[CH:17][CH:16]=[CH:15]3)=[CH:10][CH:9]=4)=[CH:30][CH:29]=2)[CH2:26][CH2:27]1.